Dataset: Catalyst prediction with 721,799 reactions and 888 catalyst types from USPTO. Task: Predict which catalyst facilitates the given reaction. (1) Reactant: [OH:1][C:2]1[CH:11]=[CH:10][C:5]2[C:6](=[O:9])[CH2:7][O:8][C:4]=2[CH:3]=1.N1C=CN=C1.Cl[Si:18]([CH:25]([CH3:27])[CH3:26])([CH:22]([CH3:24])[CH3:23])[CH:19]([CH3:21])[CH3:20].CCOC(C)=O. Product: [CH:19]([Si:18]([CH:25]([CH3:27])[CH3:26])([CH:22]([CH3:24])[CH3:23])[O:1][C:2]1[CH:11]=[CH:10][C:5]2[C:6](=[O:9])[CH2:7][O:8][C:4]=2[CH:3]=1)([CH3:21])[CH3:20]. The catalyst class is: 18. (2) The catalyst class is: 1. Product: [CH3:25][C:9]1([C:10]2[C:15]([C:16]3[CH:21]=[CH:20][CH:19]=[CH:18][CH:17]=3)=[CH:14][C:13]([C:22]#[N:23])=[CH:12][CH:11]=2)[N:4]2[CH:3]=[N:2][CH:1]=[C:5]2[CH2:6][CH2:7][CH2:8]1. Reactant: [CH:1]1[N:2]=[CH:3][N:4]2[CH:9]([C:10]3[C:15]([C:16]4[CH:21]=[CH:20][CH:19]=[CH:18][CH:17]=4)=[CH:14][C:13]([C:22]#[N:23])=[CH:12][CH:11]=3)[CH2:8][CH2:7][CH2:6][C:5]=12.[Li+].[CH3:25][Si]([N-][Si](C)(C)C)(C)C.CI. (3) Reactant: [OH-].[Li+:2].[OH:3][CH2:4][CH:5]([C:10]1[CH:15]=[C:14]([C:16]([F:19])([F:18])[F:17])[CH:13]=[C:12]([C:20]([F:23])([F:22])[F:21])[CH:11]=1)[C:6]([O:8]C)=[O:7].O1CCCC1. Product: [OH:3][CH2:4][CH:5]([C:10]1[CH:11]=[C:12]([C:20]([F:21])([F:23])[F:22])[CH:13]=[C:14]([C:16]([F:17])([F:18])[F:19])[CH:15]=1)[C:6]([O-:8])=[O:7].[Li+:2]. The catalyst class is: 72. (4) Reactant: [C:1]([C:3]1[C@@H:8]([C:9]2[CH:14]=[CH:13][C:12]([C:15]#[N:16])=[CH:11][CH:10]=2)[N:7]2[N:17]=[C:18]([NH:20][C:21](=[O:31])[CH2:22][NH:23]C(=O)OC(C)(C)C)[N:19]=[C:6]2[N:5]([C:32]2[CH:37]=[CH:36][CH:35]=[C:34]([C:38]([F:41])([F:40])[F:39])[CH:33]=2)[C:4]=1[CH3:42])#[N:2].[F:43][C:44]([F:49])([F:48])[C:45]([OH:47])=[O:46]. Product: [F:43][C:44]([F:49])([F:48])[C:45]([OH:47])=[O:46].[C:1]([C:3]1[C@@H:8]([C:9]2[CH:14]=[CH:13][C:12]([C:15]#[N:16])=[CH:11][CH:10]=2)[N:7]2[N:17]=[C:18]([NH:20][C:21](=[O:31])[CH2:22][NH2:23])[N:19]=[C:6]2[N:5]([C:32]2[CH:37]=[CH:36][CH:35]=[C:34]([C:38]([F:40])([F:41])[F:39])[CH:33]=2)[C:4]=1[CH3:42])#[N:2]. The catalyst class is: 4. (5) Reactant: [Cl:1][C:2]1[CH:13]=[CH:12][C:5]2[NH:6][C:7](=[O:11])[O:8][C:9](=[O:10])[C:4]=2[CH:3]=1.[H-].[Na+].[CH2:16](Br)[C:17]1[CH:22]=[CH:21][CH:20]=[CH:19][CH:18]=1. Product: [CH2:16]([N:6]1[C:5]2[CH:12]=[CH:13][C:2]([Cl:1])=[CH:3][C:4]=2[C:9](=[O:10])[O:8][C:7]1=[O:11])[C:17]1[CH:22]=[CH:21][CH:20]=[CH:19][CH:18]=1. The catalyst class is: 3. (6) Reactant: [CH:1]1[C:15](=[O:16])[N:14]=[C:13]2[N:3]([C@@H:4]3[O:8][C@H:7]([CH2:9][OH:10])[C@@H:6]([OH:11])[C@@H:5]3[O:12]2)[CH:2]=1.[CH3:17][C:18]1[C:31]2[C:32]3=[C:33]4[C:24](=[CH:25][CH:26]=[C:27]([CH2:34][OH:35])[C:28]4=[CH:29][CH:30]=2)[CH:23]=[CH:22][C:21]3=[CH:20][CH:19]=1.C([O-])(O)=O.[Na+].C1COCC1. Product: [CH3:17][C:18]1[C:31]2[C:32]3=[C:33]4[C:24](=[CH:25][CH:26]=[C:27]([CH2:34][O:35][C@@H:5]5[C@H:6]([OH:11])[C@@H:7]([CH2:9][OH:10])[O:8][C@H:4]5[N:3]5[CH:2]=[CH:1][C:15](=[O:16])[NH:14][C:13]5=[O:12])[C:28]4=[CH:29][CH:30]=2)[CH:23]=[CH:22][C:21]3=[CH:20][CH:19]=1. The catalyst class is: 16.